Dataset: Forward reaction prediction with 1.9M reactions from USPTO patents (1976-2016). Task: Predict the product of the given reaction. (1) Given the reactants [CH3:1][C:2]1[C:3]([NH:8][C@@H:9]2[CH2:14][CH2:13][CH2:12][N:11]([C:15]([O:17][C:18]([CH3:21])([CH3:20])[CH3:19])=[O:16])[CH2:10]2)=[N:4][CH:5]=[CH:6][CH:7]=1.C[Si]([N-][Si](C)(C)C)(C)C.[Li+].[Br:32][C:33]1[CH:41]=[CH:40][C:36]([C:37](Cl)=[O:38])=[CH:35][C:34]=1[F:42], predict the reaction product. The product is: [Br:32][C:33]1[CH:41]=[CH:40][C:36]([C:37]([N:8]([C:3]2[C:2]([CH3:1])=[CH:7][CH:6]=[CH:5][N:4]=2)[C@@H:9]2[CH2:14][CH2:13][CH2:12][N:11]([C:15]([O:17][C:18]([CH3:21])([CH3:20])[CH3:19])=[O:16])[CH2:10]2)=[O:38])=[CH:35][C:34]=1[F:42]. (2) Given the reactants Cl.Cl.[F:3][C:4]1[C:12]2[O:11][CH:10]=[CH:9][C:8]=2[C:7]([CH:13]2[CH2:18][CH2:17][N:16]([CH2:19][CH2:20][C@H:21]3[CH2:26][CH2:25][C@H:24]([NH2:27])[CH2:23][CH2:22]3)[CH2:15][CH2:14]2)=[CH:6][CH:5]=1.[O:28]1[CH2:33][CH2:32][CH:31]([CH2:34][C:35](O)=[O:36])[CH2:30][CH2:29]1, predict the reaction product. The product is: [F:3][C:4]1[C:12]2[O:11][CH:10]=[CH:9][C:8]=2[C:7]([CH:13]2[CH2:18][CH2:17][N:16]([CH2:19][CH2:20][C@H:21]3[CH2:22][CH2:23][C@H:24]([NH:27][C:35](=[O:36])[CH2:34][CH:31]4[CH2:32][CH2:33][O:28][CH2:29][CH2:30]4)[CH2:25][CH2:26]3)[CH2:15][CH2:14]2)=[CH:6][CH:5]=1. (3) Given the reactants [C:1]([C:3]1[CH:4]=[C:5]([C:16]2[CH:21]=[CH:20][N:19]=[C:18]3[N:22]([S:37]([C:40]4[CH:45]=[CH:44][CH:43]=[CH:42][CH:41]=4)(=[O:39])=[O:38])[C:23]([C:25]4[CH2:26][N:27](C(OC(C)(C)C)=O)[CH2:28][CH:29]=4)=[CH:24][C:17]=23)[CH:6]=[CH:7][C:8]=1[O:9][CH:10]1[CH2:15][CH2:14][O:13][CH2:12][CH2:11]1)#[N:2].FC(F)(F)C(O)=O, predict the reaction product. The product is: [NH:27]1[CH2:28][CH:29]=[C:25]([C:23]2[N:22]([S:37]([C:40]3[CH:41]=[CH:42][CH:43]=[CH:44][CH:45]=3)(=[O:39])=[O:38])[C:18]3=[N:19][CH:20]=[CH:21][C:16]([C:5]4[CH:6]=[CH:7][C:8]([O:9][CH:10]5[CH2:11][CH2:12][O:13][CH2:14][CH2:15]5)=[C:3]([CH:4]=4)[C:1]#[N:2])=[C:17]3[CH:24]=2)[CH2:26]1. (4) Given the reactants [O:1]1[CH2:6][CH2:5][N:4]([CH2:7][CH2:8][O:9][C:10]2[CH:15]=[CH:14][C:13]([C:16]3[CH:17]=[CH:18][C:19]([CH2:22][C:23](OC)=[O:24])=[N:20][CH:21]=3)=[CH:12][CH:11]=2)[CH2:3][CH2:2]1.[CH2:27]([NH2:34])[C:28]1[CH:33]=[CH:32][CH:31]=[CH:30][CH:29]=1.C1(OC)C=CC=CC=1, predict the reaction product. The product is: [CH2:27]([NH:34][C:23](=[O:24])[CH2:22][C:19]1[CH:18]=[CH:17][C:16]([C:13]2[CH:14]=[CH:15][C:10]([O:9][CH2:8][CH2:7][N:4]3[CH2:3][CH2:2][O:1][CH2:6][CH2:5]3)=[CH:11][CH:12]=2)=[CH:21][N:20]=1)[C:28]1[CH:33]=[CH:32][CH:31]=[CH:30][CH:29]=1. (5) Given the reactants [OH:1][CH2:2][CH2:3][CH2:4][CH2:5][CH2:6][NH:7][S:8]([C:11]1[CH:16]=[CH:15][C:14](Br)=[CH:13][CH:12]=1)(=[O:10])=[O:9].[CH3:18][O:19][C:20]1[CH:25]=[CH:24][CH:23]=[CH:22][C:21]=1B(O)O, predict the reaction product. The product is: [OH:1][CH2:2][CH2:3][CH2:4][CH2:5][CH2:6][NH:7][S:8]([C:11]1[CH:16]=[CH:15][C:14]([C:21]2[CH:22]=[CH:23][CH:24]=[CH:25][C:20]=2[O:19][CH3:18])=[CH:13][CH:12]=1)(=[O:10])=[O:9]. (6) Given the reactants Br[C:2]1[CH:3]=[C:4]([C:9](=[O:21])[CH2:10][CH2:11][C:12]2[CH:17]=[C:16]([CH3:18])[C:15]([OH:19])=[C:14]([CH3:20])[CH:13]=2)[S:5][C:6]=1[CH2:7][CH3:8].[CH2:22]([C:24]1[CH:29]=[CH:28][CH:27]=[CH:26][C:25]=1B(O)O)[CH3:23], predict the reaction product. The product is: [CH2:7]([C:6]1[S:5][C:4]([C:9](=[O:21])[CH2:10][CH2:11][C:12]2[CH:17]=[C:16]([CH3:18])[C:15]([OH:19])=[C:14]([CH3:20])[CH:13]=2)=[CH:3][C:2]=1[C:25]1[CH:26]=[CH:27][CH:28]=[CH:29][C:24]=1[CH2:22][CH3:23])[CH3:8]. (7) Given the reactants [Cl:1][C:2]1[CH:3]=[C:4]([C:8]2[C:17]3[C:12](=[CH:13][CH:14]=[C:15]([C:18]([C:26]4[CH:31]=[CH:30][C:29]([Cl:32])=[CH:28][CH:27]=4)([C:20]4[N:24]([CH3:25])[CH:23]=[N:22][CH:21]=4)O)[CH:16]=3)[N:11]=[C:10]([CH3:33])[CH:9]=2)[CH:5]=[CH:6][CH:7]=1.C(O)(=O)C.[NH4+].[OH-], predict the reaction product. The product is: [Cl:1][C:2]1[CH:3]=[C:4]([C:8]2[C:17]3[C:12](=[CH:13][CH:14]=[C:15]([CH:18]([C:26]4[CH:27]=[CH:28][C:29]([Cl:32])=[CH:30][CH:31]=4)[C:20]4[N:24]([CH3:25])[CH:23]=[N:22][CH:21]=4)[CH:16]=3)[N:11]=[C:10]([CH3:33])[CH:9]=2)[CH:5]=[CH:6][CH:7]=1. (8) Given the reactants C([O:3][C:4]([C:6]1[CH:7]=[C:8]2[C:12](=[CH:13][CH:14]=1)[NH:11][C:10]([C:15]1[CH:20]=[C:19]([C:21]3[CH:26]=[C:25]([CH3:27])[C:24]([OH:28])=[C:23]([CH3:29])[CH:22]=3)[N:18]=[N:17][C:16]=1[O:30][CH3:31])=[CH:9]2)=[O:5])C.[OH-].[Na+].Cl, predict the reaction product. The product is: [OH:28][C:24]1[C:25]([CH3:27])=[CH:26][C:21]([C:19]2[N:18]=[N:17][C:16]([O:30][CH3:31])=[C:15]([C:10]3[NH:11][C:12]4[C:8]([CH:9]=3)=[CH:7][C:6]([C:4]([OH:5])=[O:3])=[CH:14][CH:13]=4)[CH:20]=2)=[CH:22][C:23]=1[CH3:29]. (9) Given the reactants [Cl:1][C:2]1[CH:7]=[CH:6][N:5]=[C:4]2[CH:8]=[C:9]([C:11]([O:13]/[N:14]=[C:15](\[NH2:17])/[CH3:16])=O)[S:10][C:3]=12.C1(C)C=CC=CC=1.ClC1C=CN=C2C=C(C(O)=O)SC=12, predict the reaction product. The product is: [Cl:1][C:2]1[CH:7]=[CH:6][N:5]=[C:4]2[CH:8]=[C:9]([C:11]3[O:13][N:14]=[C:15]([CH3:16])[N:17]=3)[S:10][C:3]=12. (10) Given the reactants [C:1]([O-:4])(=[O:3])[CH3:2].[Ca+2].[C:1]([O-:4])(=[O:3])[CH3:2].C(#[N:12])C.O.C[N:15](C)[C:16](=[O:23])[C:17]1[CH:22]=[CH:21][CH:20]=C[CH:18]=1.[C:25]([C:27]1[CH:28]=[N:29][CH:30]=CC=1)#N, predict the reaction product. The product is: [C:16]([NH2:15])(=[O:23])[C:17]1[CH:22]=[CH:21][CH:20]=[N:12][CH:18]=1.[C:1]([OH:4])(=[O:3])[C:2]1[CH:25]=[CH:27][CH:28]=[N:29][CH:30]=1.